From a dataset of Reaction yield outcomes from USPTO patents with 853,638 reactions. Predict the reaction yield, written as a fraction of the theoretical maximum amount of product (1.0 means a 100% yield; for example, 0.34 means a 34% yield). (1) The reactants are [NH2:1][C:2]1[O:6][N:5]=[C:4]([CH3:7])[C:3]=1[Br:8].[CH3:9][O:10][C:11]1[CH:16]=[CH:15][C:14]([O:17][CH3:18])=[CH:13][C:12]=1[S:19](Cl)(=[O:21])=[O:20]. No catalyst specified. The product is [CH3:9][O:10][C:11]1[CH:16]=[CH:15][C:14]([O:17][CH3:18])=[CH:13][C:12]=1[S:19]([NH:1][C:2]1[O:6][N:5]=[C:4]([CH3:7])[C:3]=1[Br:8])(=[O:20])=[O:21]. The yield is 0.580. (2) The reactants are [CH3:1][O:2][C:3]1[C:8]([N+:9]([O-])=O)=[CH:7][CH:6]=[CH:5][C:4]=1[N:12]1[CH:16]=[CH:15][CH:14]=[N:13]1.[Cl-].[NH4+].O. The catalyst is C(O)C.[Zn]. The product is [CH3:1][O:2][C:3]1[C:4]([N:12]2[CH:16]=[CH:15][CH:14]=[N:13]2)=[CH:5][CH:6]=[CH:7][C:8]=1[NH2:9]. The yield is 0.760. (3) The reactants are [Br:1][C:2]1[CH:10]=[C:9]2[C:5]([C:6]([N:11]([CH3:19])[C:12](=[O:18])[O:13][C:14]([CH3:17])([CH3:16])[CH3:15])=[CH:7][NH:8]2)=[CH:4][CH:3]=1.[H-].[Na+].[N:22]1[CH:27]=[CH:26][CH:25]=[C:24]([S:28](Cl)(=[O:30])=[O:29])[CH:23]=1.O. The catalyst is O1CCCC1. The product is [Br:1][C:2]1[CH:10]=[C:9]2[C:5]([C:6]([N:11]([CH3:19])[C:12](=[O:18])[O:13][C:14]([CH3:15])([CH3:16])[CH3:17])=[CH:7][N:8]2[S:28]([C:24]2[CH:23]=[N:22][CH:27]=[CH:26][CH:25]=2)(=[O:30])=[O:29])=[CH:4][CH:3]=1. The yield is 0.700. (4) The yield is 0.580. The catalyst is CO.C(Cl)Cl. The reactants are [CH3:1][C:2]([CH3:23])([CH3:22])[C:3]([O:5][CH2:6][C:7]1[NH:16][C:15](=[O:17])[C:14]2[C:9](=[CH:10][C:11]3[CH2:20][CH2:19][C:18](=O)[C:12]=3[CH:13]=2)[N:8]=1)=[O:4].[NH2:24][C:25]1[CH:37]=[CH:36][C:28]([C:29]([O:31][C:32]([CH3:35])([CH3:34])[CH3:33])=[O:30])=[CH:27][CH:26]=1.[B][B][B][B][B][B][B][B][B][B]. The product is [CH3:22][C:2]([CH3:23])([CH3:1])[C:3]([O:5][CH2:6][C:7]1[NH:16][C:15](=[O:17])[C:14]2[C:9](=[CH:10][C:11]3[CH2:20][CH2:19][CH:18]([NH:24][C:25]4[CH:37]=[CH:36][C:28]([C:29]([O:31][C:32]([CH3:33])([CH3:34])[CH3:35])=[O:30])=[CH:27][CH:26]=4)[C:12]=3[CH:13]=2)[N:8]=1)=[O:4]. (5) The reactants are [F:1][C:2]([F:16])([F:15])[C:3]1[CH:4]=[C:5]([CH:8]=[C:9]([C:11]([F:14])([F:13])[F:12])[CH:10]=1)[CH2:6]Br.[I-:17].[Na+].[CH:19]1[CH:24]=[CH:23][C:22]([P:25]([C:32]2[CH:37]=[CH:36][CH:35]=[CH:34][CH:33]=2)[C:26]2[CH:31]=[CH:30][CH:29]=[CH:28][CH:27]=2)=[CH:21][CH:20]=1. The catalyst is CC(C)=O.CC#N. The product is [I-:17].[F:1][C:2]([F:16])([F:15])[C:3]1[CH:4]=[C:5]([CH:8]=[C:9]([C:11]([F:14])([F:13])[F:12])[CH:10]=1)[CH2:6][P+:25]([C:26]1[CH:27]=[CH:28][CH:29]=[CH:30][CH:31]=1)([C:32]1[CH:37]=[CH:36][CH:35]=[CH:34][CH:33]=1)[C:22]1[CH:21]=[CH:20][CH:19]=[CH:24][CH:23]=1. The yield is 0.940. (6) The reactants are C(OC(=O)C)(=O)C.[CH:8]([OH:10])=O.[Cl:11][C:12]1[CH:24]=[CH:23][C:22]([Cl:25])=[CH:21][C:13]=1[C:14]([NH:16][CH2:17][CH2:18][NH:19][OH:20])=[O:15]. The catalyst is N1C=CC=CC=1. The product is [Cl:11][C:12]1[CH:24]=[CH:23][C:22]([Cl:25])=[CH:21][C:13]=1[C:14]([NH:16][CH2:17][CH2:18][N:19]([CH:8]=[O:10])[OH:20])=[O:15]. The yield is 0.330. (7) The reactants are [Si:1]([O:8][CH2:9][C@@H:10]([NH:16]C(=O)OC(C)(C)C)[C:11]([CH:13]1[CH2:15][CH2:14]1)=[CH2:12])([C:4]([CH3:7])([CH3:6])[CH3:5])([CH3:3])[CH3:2]. The catalyst is C(Cl)Cl.[Br-].[Zn+2].[Br-]. The product is [Si:1]([O:8][CH2:9][C@@H:10]([NH2:16])[C:11]([CH:13]1[CH2:15][CH2:14]1)=[CH2:12])([C:4]([CH3:7])([CH3:6])[CH3:5])([CH3:3])[CH3:2]. The yield is 0.960.